Dataset: Reaction yield outcomes from USPTO patents with 853,638 reactions. Task: Predict the reaction yield, written as a fraction of the theoretical maximum amount of product (1.0 means a 100% yield; for example, 0.34 means a 34% yield). (1) The reactants are [CH3:1][CH:2]([CH3:19])[C:3]([NH:5][C:6]1[CH:11]=[CH:10][C:9]([CH3:12])=[C:8]([CH:13]2[CH2:18][CH2:17][NH:16][CH2:15][CH2:14]2)[CH:7]=1)=[O:4].[F:20][C:21]1[CH:26]=[CH:25][C:24]([S:27][C:28]2[CH:35]=[CH:34][C:31]([CH:32]=O)=[CH:30][CH:29]=2)=[CH:23][CH:22]=1.C(O)(=O)C.[Na].C([O-])(O)=O.[Na+]. The catalyst is ClC(Cl)C.C1CCCCC1.CCOC(C)=O.C(Cl)Cl. The product is [F:20][C:21]1[CH:22]=[CH:23][C:24]([S:27][C:28]2[CH:35]=[CH:34][C:31]([CH2:32][N:16]3[CH2:17][CH2:18][CH:13]([C:8]4[CH:7]=[C:6]([NH:5][C:3](=[O:4])[CH:2]([CH3:19])[CH3:1])[CH:11]=[CH:10][C:9]=4[CH3:12])[CH2:14][CH2:15]3)=[CH:30][CH:29]=2)=[CH:25][CH:26]=1. The yield is 0.362. (2) The reactants are [CH3:1][O:2][C:3]1[CH:4]=[C:5]([CH2:10][CH:11]=[CH2:12])[CH:6]=[CH:7][C:8]=1[OH:9].[CH2:13]([O:15][SiH:16]([O:20][CH2:21][CH3:22])[O:17][CH2:18][CH3:19])[CH3:14]. The catalyst is [Pt].[H+].[H+].Cl[Pt-2](Cl)(Cl)(Cl)(Cl)Cl.C(O)(C)C. The product is [CH3:1][O:2][C:3]1[CH:4]=[C:5]([CH2:10][CH2:11][CH2:12][Si:16]([O:20][CH2:21][CH3:22])([O:17][CH2:18][CH3:19])[O:15][CH2:13][CH3:14])[CH:6]=[CH:7][C:8]=1[OH:9]. The yield is 0.880. (3) The catalyst is O.Cl[Pd]Cl.Cl[Cu]. The reactants are [CH3:1][C@:2]12[C@H:10]([CH3:11])[CH2:9][CH:8]=[CH:7][C@H:6]1[CH2:5][C:4]([CH:12]=[O:13])=[CH:3]2.CC(N(C)C)=[O:16]. The yield is 0.820. The product is [CH3:1][C@:2]12[C@H:10]([CH3:11])[CH2:9][C:8](=[O:16])[CH2:7][C@H:6]1[CH2:5][C:4]([CH:12]=[O:13])=[CH:3]2. (4) The reactants are [Br:1][C:2]1[CH:7]=[C:6]([C:8]([CH3:11])([CH3:10])[CH3:9])[CH:5]=[CH:4][C:3]=1[NH2:12].[N+:13]([O-])([O-:15])=[O:14].[K+]. The catalyst is OS(O)(=O)=O. The product is [Br:1][C:2]1[CH:7]=[C:6]([C:8]([CH3:9])([CH3:11])[CH3:10])[C:5]([N+:13]([O-:15])=[O:14])=[CH:4][C:3]=1[NH2:12]. The yield is 0.780. (5) The reactants are C(OC(=O)[NH:7][CH:8]([CH2:27][C:28]1[CH:33]=[CH:32][CH:31]=[CH:30][CH:29]=1)[C:9](=[O:26])[N:10]1[CH2:15][CH2:14][N:13]([C:16]2[C:17]3[CH:25]=[CH:24][CH:23]=[N:22][C:18]=3[N:19]=[CH:20][N:21]=2)[CH2:12][CH2:11]1)(C)(C)C.[ClH:35].O1CCOCC1. The catalyst is C(Cl)Cl. The product is [ClH:35].[ClH:35].[ClH:35].[NH2:7][C@H:8]([CH2:27][C:28]1[CH:33]=[CH:32][CH:31]=[CH:30][CH:29]=1)[C:9]([N:10]1[CH2:15][CH2:14][N:13]([C:16]2[C:17]3[CH:25]=[CH:24][CH:23]=[N:22][C:18]=3[N:19]=[CH:20][N:21]=2)[CH2:12][CH2:11]1)=[O:26]. The yield is 0.860. (6) The reactants are C1(C(=[N:14][CH2:15][C:16]([O:18][CH2:19][CH3:20])=[O:17])C2C=CC=CC=2)C=CC=CC=1.[H-].[Na+].[Br:23][C:24]1[CH:25]=[C:26]([Cl:31])[C:27](Cl)=[N:28][CH:29]=1. The catalyst is CN(C=O)C. The product is [NH2:14][CH:15]([C:27]1[C:26]([Cl:31])=[CH:25][C:24]([Br:23])=[CH:29][N:28]=1)[C:16]([O:18][CH2:19][CH3:20])=[O:17]. The yield is 0.200. (7) The reactants are [CH3:1][O:2][C:3]1[CH:4]=[C:5]2[C:10](=[CH:11][C:12]=1[O:13][CH3:14])[N:9]=[CH:8][CH:7]=[C:6]2[O:15][C:16]1[C:22]([CH3:23])=[CH:21][C:19]([NH2:20])=[C:18]([CH3:24])[CH:17]=1.Cl[C:26](Cl)([O:28]C(=O)OC(Cl)(Cl)Cl)Cl.[CH3:37][CH2:38][CH2:39][CH2:40][CH:41]([OH:46])[CH2:42][CH2:43][CH2:44][CH3:45].C(=O)(O)[O-].[Na+]. The catalyst is C(Cl)Cl.C(N(CC)CC)C.C1(C)C=CC=CC=1. The product is [CH3:1][O:2][C:3]1[CH:4]=[C:5]2[C:10](=[CH:11][C:12]=1[O:13][CH3:14])[N:9]=[CH:8][CH:7]=[C:6]2[O:15][C:16]1[C:22]([CH3:23])=[CH:21][C:19]([NH:20][C:26](=[O:28])[O:46][CH:41]([CH2:42][CH2:43][CH2:44][CH3:45])[CH2:40][CH2:39][CH2:38][CH3:37])=[C:18]([CH3:24])[CH:17]=1. The yield is 0.700. (8) The reactants are [NH2:1][C:2]1[C:11]2[C:6](=[C:7](Br)[CH:8]=[CH:9][CH:10]=2)[N:5]=[N:4][C:3]=1[C:13]([NH:15][CH2:16][CH2:17][CH3:18])=[O:14].[F:19][C:20]1[C:21]([O:29][CH3:30])=[C:22](B(O)O)[CH:23]=[CH:24][CH:25]=1. No catalyst specified. The product is [NH2:1][C:2]1[C:11]2[C:6](=[C:7]([C:22]3[CH:23]=[CH:24][CH:25]=[C:20]([F:19])[C:21]=3[O:29][CH3:30])[CH:8]=[CH:9][CH:10]=2)[N:5]=[N:4][C:3]=1[C:13]([NH:15][CH2:16][CH2:17][CH3:18])=[O:14]. The yield is 0.880.